Predict the reaction yield, written as a fraction of the theoretical maximum amount of product (1.0 means a 100% yield; for example, 0.34 means a 34% yield). From a dataset of Reaction yield outcomes from USPTO patents with 853,638 reactions. (1) The reactants are [CH3:1][C:2]1[CH:6]=[C:5](/[CH:7]=[CH:8]/[C:9](=[O:26])[NH:10][CH:11]([C:16]2[CH:21]=[CH:20][CH:19]=[C:18]([C:22]([F:25])([F:24])[F:23])[CH:17]=2)[C:12]([F:15])([F:14])[F:13])[S:4][C:3]=1[C:27]([O:29]CC)=[O:28].[OH-].[Na+].Cl. The catalyst is C1COCC1.O. The product is [CH3:1][C:2]1[CH:6]=[C:5](/[CH:7]=[CH:8]/[C:9](=[O:26])[NH:10][CH:11]([C:16]2[CH:21]=[CH:20][CH:19]=[C:18]([C:22]([F:23])([F:24])[F:25])[CH:17]=2)[C:12]([F:15])([F:14])[F:13])[S:4][C:3]=1[C:27]([OH:29])=[O:28]. The yield is 0.870. (2) The reactants are [CH:1]([O:4][C:5]1[CH:9]=[C:8]([CH2:10][CH2:11][C:12]([O:14][CH2:15][CH3:16])=[O:13])[NH:7][N:6]=1)([CH3:3])[CH3:2].[H-].[Na+].[F:19][C:20]1[CH:27]=[C:26]([F:28])[CH:25]=[CH:24][C:21]=1[CH2:22]Br.Cl. The catalyst is CN(C)C=O. The product is [F:19][C:20]1[CH:27]=[C:26]([F:28])[CH:25]=[CH:24][C:21]=1[CH2:22][N:7]1[C:8]([CH2:10][CH2:11][C:12]([O:14][CH2:15][CH3:16])=[O:13])=[CH:9][C:5]([O:4][CH:1]([CH3:3])[CH3:2])=[N:6]1. The yield is 0.280. (3) No catalyst specified. The product is [Cl:1][C:2]1[N:3]=[CH:4][C:5]2[CH:10]=[C:9]([C:11]3[CH:16]=[CH:15][CH:14]=[CH:13][C:12]=3[Cl:17])[N:8]([CH2:18][C@H:19]3[CH2:24][CH2:23][N:21]([C:25]([O:27][C:28]([CH3:29])([CH3:30])[CH3:31])=[O:26])[CH2:20]3)[C:6]=2[N:7]=1. The yield is 0.210. The reactants are [Cl:1][C:2]1[N:3]=[CH:4][C:5]2[CH:10]=[C:9]([C:11]3[CH:16]=[CH:15][CH:14]=[CH:13][C:12]=3[Cl:17])[N:8]([CH2:18][C@H:19]3[CH2:24][CH2:23]C[N:21]([C:25]([O:27][C:28]([CH3:31])([CH3:30])[CH3:29])=[O:26])[CH2:20]3)[C:6]=2[N:7]=1.ClC1N=C(NC[C@H]2CCN(C(OC(C)(C)C)=O)C2)C(C#CC2C=CC=CC=2Cl)=CN=1. (4) The reactants are [H-].[H-].[H-].[H-].[Li+].[Al+3].[CH3:7][C@H:8]([C@H:23]([CH3:27])[CH2:24][CH2:25][CH3:26])[C:9](N1[C@H](C2C=CC=CC=2)COC1=O)=[O:10].O. The catalyst is C1COCC1. The yield is 1.00. The product is [CH3:7][C@H:8]([C@H:23]([CH3:27])[CH2:24][CH2:25][CH3:26])[CH2:9][OH:10]. (5) The product is [C:1]([C:3](=[C:7]([NH:20][C:17]1[CH:18]=[CH:19][C:14]([N:13]([CH3:21])[CH3:12])=[CH:15][CH:16]=1)[S:10][CH3:11])[C:4]([NH2:6])=[O:5])#[N:2]. The catalyst is C(O)C. The reactants are [C:1]([C:3](=[C:7]([S:10][CH3:11])SC)[C:4]([NH2:6])=[O:5])#[N:2].[CH3:12][N:13]([CH3:21])[C:14]1[CH:19]=[CH:18][C:17]([NH2:20])=[CH:16][CH:15]=1. The yield is 0.910. (6) The reactants are Br[C:2]1[CH:3]=[CH:4][C:5]([C:8]([CH3:11])([CH3:10])[CH3:9])=[N:6][CH:7]=1.C([O:15][B:16](OC(C)C)[O:17]C(C)C)(C)C.C([Li])CCC.CCCCCC. The catalyst is O1CCCC1.CCOCC. The product is [C:8]([C:5]1[CH:4]=[CH:3][C:2]([B:16]([OH:17])[OH:15])=[CH:7][N:6]=1)([CH3:11])([CH3:10])[CH3:9]. The yield is 0.610. (7) The reactants are [H-].[Na+].[C:3]([C:5]([CH3:27])([CH3:26])[C:6]1[CH:7]=[C:8]([CH:22]=[C:23]([OH:25])[CH:24]=1)[C:9]([NH:11][C:12]1[CH:17]=[CH:16][C:15]([CH3:18])=[C:14]([N+:19]([O-:21])=[O:20])[CH:13]=1)=[O:10])#[N:4].I[CH:29]1[CH2:34][CH2:33][N:32]([CH3:35])[CH2:31][CH2:30]1.O. The catalyst is CN(C=O)C. The product is [C:3]([C:5]([CH3:27])([CH3:26])[C:6]1[CH:7]=[C:8]([CH:22]=[C:23]([O:25][CH:29]2[CH2:34][CH2:33][N:32]([CH3:35])[CH2:31][CH2:30]2)[CH:24]=1)[C:9]([NH:11][C:12]1[CH:17]=[CH:16][C:15]([CH3:18])=[C:14]([N+:19]([O-:21])=[O:20])[CH:13]=1)=[O:10])#[N:4]. The yield is 0.170. (8) The reactants are [C:1]1([C:7]2[N:12]=[C:11]([OH:13])[CH:10]=[CH:9][N:8]=2)[CH:6]=[CH:5][CH:4]=[CH:3][CH:2]=1.C1C(=O)N([I:21])C(=O)C1. The catalyst is C(O)(=O)C. The product is [I:21][C:10]1[C:11]([OH:13])=[N:12][C:7]([C:1]2[CH:2]=[CH:3][CH:4]=[CH:5][CH:6]=2)=[N:8][CH:9]=1. The yield is 0.698. (9) The reactants are Br[C:2]1[CH:7]=[CH:6][C:5]([C:8]2[CH:12]=[CH:11][N:10]([CH2:13][O:14][CH2:15][CH2:16][Si:17]([CH3:20])([CH3:19])[CH3:18])[N:9]=2)=[CH:4][CH:3]=1.[CH3:36][C:31]1([CH3:37])[C:32](C)([CH3:35])[O:33][B:29]([B:29]2[O:33][C:32]([CH3:35])(C)[C:31]([CH3:37])([CH3:36])[O:30]2)[O:30]1.C([O-])(=O)C.[K+].O. The catalyst is CN(C=O)C.Cl[Pd]Cl.C1C=CC(P(C2C=CC=CC=2)[C-]2C=CC=C2)=CC=1.C1C=CC(P(C2C=CC=CC=2)[C-]2C=CC=C2)=CC=1.[Fe+2].ClCCl. The product is [CH3:35][C:32]12[CH2:37][C:31]1([CH3:36])[O:30][B:29]([C:2]1[CH:7]=[CH:6][C:5]([C:8]3[CH:12]=[CH:11][N:10]([CH2:13][O:14][CH2:15][CH2:16][Si:17]([CH3:20])([CH3:19])[CH3:18])[N:9]=3)=[CH:4][CH:3]=1)[O:33]2. The yield is 0.689.